From a dataset of Full USPTO retrosynthesis dataset with 1.9M reactions from patents (1976-2016). Predict the reactants needed to synthesize the given product. (1) Given the product [CH3:39][C:37]1[CH:36]=[N:35][C:34]2[NH:40][C:41]3[C:50]([C:33]=2[CH:38]=1)=[CH:49][CH:48]=[C:43]([C:44]([O:46][CH3:47])=[O:45])[C:42]=3[CH3:51], predict the reactants needed to synthesize it. The reactants are: C1(P(C2CCCCC2)C2C=CC=CC=2C2C=CC=CC=2)CCCCC1.CN(C)C(=O)C.Br[C:33]1[C:34]([NH:40][C:41]2[C:42]([CH3:51])=[C:43]([CH:48]=[CH:49][CH:50]=2)[C:44]([O:46][CH3:47])=[O:45])=[N:35][CH:36]=[C:37]([CH3:39])[CH:38]=1.C1CCN2C(=NCCC2)CC1. (2) Given the product [CH3:28][C:23]1([CH3:29])[C:24]([CH3:27])([CH3:26])[O:25][B:21]([C:2]2[CH:3]=[C:4]([B:8]3[NH:19][C:18]4[C:20]5[C:14]([CH:15]=[CH:16][CH:17]=4)=[CH:13][CH:12]=[CH:11][C:10]=5[NH:9]3)[CH:5]=[CH:6][CH:7]=2)[O:22]1, predict the reactants needed to synthesize it. The reactants are: Br[C:2]1[CH:3]=[C:4]([B:8]2[NH:19][C:18]3[C:20]4[C:14]([CH:15]=[CH:16][CH:17]=3)=[CH:13][CH:12]=[CH:11][C:10]=4[NH:9]2)[CH:5]=[CH:6][CH:7]=1.[B:21]1([B:21]2[O:25][C:24]([CH3:27])([CH3:26])[C:23]([CH3:29])([CH3:28])[O:22]2)[O:25][C:24]([CH3:27])([CH3:26])[C:23]([CH3:29])([CH3:28])[O:22]1.C1(P(C2CCCCC2)C2CCCCC2)CCCCC1.C([O-])(=O)C.[K+]. (3) Given the product [CH:1]1([C:4]2[CH:9]=[CH:8][C:7]([C:10]3[CH:14]=[C:13]([CH:15]([N:20]4[CH:25]=[C:24]5[N:26]=[C:27]([C:29]6[CH:34]=[CH:33][CH:32]=[C:31]([F:35])[C:30]=6[F:36])[N:28]=[C:23]5[CH:22]=[N:21]4)[C:16]([O:18][CH2:19][CH2:52][O:51][CH2:48][CH2:49][OH:56])=[O:17])[O:12][N:11]=3)=[C:6]([C:37]([F:39])([F:38])[F:40])[CH:5]=2)[CH2:3][CH2:2]1, predict the reactants needed to synthesize it. The reactants are: [CH:1]1([C:4]2[CH:9]=[CH:8][C:7]([C:10]3[CH:14]=[C:13]([CH:15]([N:20]4[CH:25]=[C:24]5[N:26]=[C:27]([C:29]6[CH:34]=[CH:33][CH:32]=[C:31]([F:35])[C:30]=6[F:36])[N:28]=[C:23]5[CH:22]=[N:21]4)[C:16]([O:18][CH3:19])=[O:17])[O:12][N:11]=3)=[C:6]([C:37]([F:40])([F:39])[F:38])[CH:5]=2)[CH2:3][CH2:2]1.C(N(CC)CC)C.[C:48]([O:51][CH2:52]C)(=O)[CH3:49].C(O)(=[O:56])C. (4) Given the product [CH3:28][CH2:14][CH2:13][CH:21]([CH3:20])[CH3:16].[C:39]([O:40][CH2:41][CH3:42])(=[O:3])[CH3:38].[CH3:13][C:14]1[S:15][C:16]2[N:17]([CH:25]([CH3:27])[CH3:26])[C:18](=[O:24])[NH:19][C:20](=[O:22])[C:21]=2[C:42]=1[C:41]([O:40][CH3:39])=[O:3], predict the reactants needed to synthesize it. The reactants are: C(Cl)(=[O:3])C.OC1CON(C([C:13]2[C:21]3[C:20](=[O:22])[N:19](C)[C:18](=[O:24])[N:17]([CH:25]([CH3:27])[CH3:26])[C:16]=3[S:15][C:14]=2[CH2:28]C2C3C(=NC=CC=3)NC=2)=O)C1.[CH3:38][CH2:39][O:40][CH2:41][CH3:42].